Dataset: Catalyst prediction with 721,799 reactions and 888 catalyst types from USPTO. Task: Predict which catalyst facilitates the given reaction. Reactant: [CH:1]1([C:6]([NH:8][CH:9]([CH2:15][SH:16])[C:10]([O:12][CH2:13][CH3:14])=[O:11])=O)[CH2:5][CH2:4][CH2:3][CH2:2]1. Product: [CH:1]1([C:6]2[S:16][CH2:15][CH:9]([C:10]([O:12][CH2:13][CH3:14])=[O:11])[N:8]=2)[CH2:5][CH2:4][CH2:3][CH2:2]1. The catalyst class is: 11.